Predict the reactants needed to synthesize the given product. From a dataset of Full USPTO retrosynthesis dataset with 1.9M reactions from patents (1976-2016). (1) Given the product [N:13]1([C:2]2[C:3]3[C:10]([C:11]#[N:12])=[CH:9][NH:8][C:4]=3[N:5]=[CH:6][N:7]=2)[CH2:18][CH2:17][CH2:16][CH2:15][CH2:14]1, predict the reactants needed to synthesize it. The reactants are: Cl[C:2]1[C:3]2[C:10]([C:11]#[N:12])=[CH:9][NH:8][C:4]=2[N:5]=[CH:6][N:7]=1.[NH:13]1[CH2:18][CH2:17][CH2:16][CH2:15][CH2:14]1. (2) Given the product [CH3:1][O:2][C:3]1[N:8]=[CH:7][C:6]([C:9]2[S:10][C:11]3[CH:17]=[C:16]([C:18]([Cl:23])=[O:20])[CH:15]=[CH:14][C:12]=3[N:13]=2)=[CH:5][CH:4]=1, predict the reactants needed to synthesize it. The reactants are: [CH3:1][O:2][C:3]1[N:8]=[CH:7][C:6]([C:9]2[S:10][C:11]3[CH:17]=[C:16]([C:18]([OH:20])=O)[CH:15]=[CH:14][C:12]=3[N:13]=2)=[CH:5][CH:4]=1.S(Cl)([Cl:23])=O.